From a dataset of Peptide-MHC class II binding affinity with 134,281 pairs from IEDB. Regression. Given a peptide amino acid sequence and an MHC pseudo amino acid sequence, predict their binding affinity value. This is MHC class II binding data. (1) The MHC is DRB1_0301 with pseudo-sequence DRB1_0301. The peptide sequence is SGTVDFDEFMEMMTG. The binding affinity (normalized) is 0.422. (2) The peptide sequence is YDKFFANVSTVLTGK. The MHC is DRB1_0802 with pseudo-sequence DRB1_0802. The binding affinity (normalized) is 0.804. (3) The peptide sequence is VKINDKCPSTGEAHL. The MHC is HLA-DQA10201-DQB10301 with pseudo-sequence HLA-DQA10201-DQB10301. The binding affinity (normalized) is 0.505. (4) The peptide sequence is CELQIVDKIDAAFKI. The MHC is DRB3_0101 with pseudo-sequence DRB3_0101. The binding affinity (normalized) is 0.595. (5) The peptide sequence is GCGLFGKGSIVACAK. The MHC is DRB1_0901 with pseudo-sequence DRB1_0901. The binding affinity (normalized) is 0. (6) The peptide sequence is INEPTAAAIAYGTDR. The MHC is HLA-DQA10401-DQB10402 with pseudo-sequence HLA-DQA10401-DQB10402. The binding affinity (normalized) is 0.382. (7) The peptide sequence is APQINFFYYLGEPIV. The MHC is DRB1_0301 with pseudo-sequence DRB1_0301. The binding affinity (normalized) is 0.0173. (8) The peptide sequence is AAATAGGTVYGAFAA. The MHC is HLA-DQA10102-DQB10602 with pseudo-sequence HLA-DQA10102-DQB10602. The binding affinity (normalized) is 0.567. (9) The peptide sequence is NDKFTVFEGAFNKAI. The MHC is HLA-DPA10103-DPB10301 with pseudo-sequence HLA-DPA10103-DPB10301. The binding affinity (normalized) is 0.713. (10) The peptide sequence is YDKFLANVITVLTGK. The MHC is DRB1_1302 with pseudo-sequence DRB1_1302. The binding affinity (normalized) is 0.682.